Dataset: Forward reaction prediction with 1.9M reactions from USPTO patents (1976-2016). Task: Predict the product of the given reaction. Given the reactants [CH3:1][N:2]([CH2:4][C:5]1[C:13]2[O:12][N:11]=[C:10]([CH2:14][CH2:15][CH:16]3[CH2:21][CH2:20][N:19]([C:22](OC(C)(C)C)=O)[CH2:18][CH2:17]3)[C:9]=2[CH:8]=[CH:7][C:6]=1[O:29][CH2:30][C:31]1[CH:36]=[CH:35][CH:34]=[CH:33][N:32]=1)[CH3:3].C([C:39]1[S:43][C:42]([C:44]#[N:45])=[CH:41][CH:40]=1)=O, predict the reaction product. The product is: [CH3:1][N:2]([CH2:4][C:5]1[C:13]2[O:12][N:11]=[C:10]([CH2:14][CH2:15][CH:16]3[CH2:21][CH2:20][NH:19][CH2:18][CH2:17]3)[C:9]=2[CH:8]=[CH:7][C:6]=1[O:29][CH2:30][C:31]1[CH:36]=[CH:35][CH:34]=[CH:33][N:32]=1)[CH3:3].[CH3:1][N:2]([CH2:4][C:5]1[C:13]2[O:12][N:11]=[C:10]([CH2:14][CH2:15][CH:16]3[CH2:21][CH2:20][N:19]([CH2:22][C:39]4[S:43][C:42]([C:44]#[N:45])=[CH:41][CH:40]=4)[CH2:18][CH2:17]3)[C:9]=2[CH:8]=[CH:7][C:6]=1[O:29][CH2:30][C:31]1[CH:36]=[CH:35][CH:34]=[CH:33][N:32]=1)[CH3:3].